From a dataset of NCI-60 drug combinations with 297,098 pairs across 59 cell lines. Regression. Given two drug SMILES strings and cell line genomic features, predict the synergy score measuring deviation from expected non-interaction effect. (1) Drug 1: CC(CN1CC(=O)NC(=O)C1)N2CC(=O)NC(=O)C2. Drug 2: C1=CN(C(=O)N=C1N)C2C(C(C(O2)CO)O)O.Cl. Cell line: NCI-H460. Synergy scores: CSS=61.1, Synergy_ZIP=4.05, Synergy_Bliss=3.86, Synergy_Loewe=7.00, Synergy_HSA=9.34. (2) Cell line: 786-0. Drug 1: C1=C(C(=O)NC(=O)N1)F. Drug 2: CC(C)(C#N)C1=CC(=CC(=C1)CN2C=NC=N2)C(C)(C)C#N. Synergy scores: CSS=23.1, Synergy_ZIP=2.15, Synergy_Bliss=-0.997, Synergy_Loewe=0.391, Synergy_HSA=0.441.